This data is from Reaction yield outcomes from USPTO patents with 853,638 reactions. The task is: Predict the reaction yield, written as a fraction of the theoretical maximum amount of product (1.0 means a 100% yield; for example, 0.34 means a 34% yield). (1) The reactants are Cl[C:2]1[N:3]=[N+:4]([O-:12])[C:5]2[CH:11]=[CH:10][CH:9]=[CH:8][C:6]=2[N:7]=1.[CH2:13]([Sn](CCCC)(CCCC)CCCC)[CH:14]=[CH2:15]. The catalyst is COCCOC.C1C=CC([P]([Pd]([P](C2C=CC=CC=2)(C2C=CC=CC=2)C2C=CC=CC=2)([P](C2C=CC=CC=2)(C2C=CC=CC=2)C2C=CC=CC=2)[P](C2C=CC=CC=2)(C2C=CC=CC=2)C2C=CC=CC=2)(C2C=CC=CC=2)C2C=CC=CC=2)=CC=1. The product is [CH2:15]([C:2]1[N:3]=[N+:4]([O-:12])[C:5]2[CH:11]=[CH:10][CH:9]=[CH:8][C:6]=2[N:7]=1)[CH:14]=[CH2:13]. The yield is 0.900. (2) The reactants are [CH2:1]([NH:3][C:4]1[CH:13]=[C:12]2[C:7]([C:8]([N:14]3[CH2:19][CH2:18][NH:17][CH2:16][CH2:15]3)=[N:9][CH:10]=[N:11]2)=[CH:6][C:5]=1[N+:20]([O-:22])=[O:21])[CH3:2].[N-:23]=[C:24]=[S:25]. No catalyst specified. The product is [CH2:8]([NH:23][C:24]([N:17]1[CH2:18][CH2:19][N:14]([C:8]2[C:7]3[C:12](=[CH:13][C:4]([NH:3][CH2:1][CH3:2])=[C:5]([N+:20]([O-:22])=[O:21])[CH:6]=3)[N:11]=[CH:10][N:9]=2)[CH2:15][CH2:16]1)=[S:25])[C:7]1[CH:12]=[CH:13][CH:4]=[CH:5][CH:6]=1. The yield is 0.770. (3) The reactants are [CH:1]([C:3]1[NH:7][C:6]([CH2:8][CH2:9][C:10]([O:12]CC)=[O:11])=[CH:5][C:4]=1[CH2:15][CH2:16][CH3:17])=[O:2].Cl.CCOC(C)=O. The catalyst is [OH-].[Na+]. The product is [CH:1]([C:3]1[NH:7][C:6]([CH2:8][CH2:9][C:10]([OH:12])=[O:11])=[CH:5][C:4]=1[CH2:15][CH2:16][CH3:17])=[O:2]. The yield is 0.960.